This data is from Catalyst prediction with 721,799 reactions and 888 catalyst types from USPTO. The task is: Predict which catalyst facilitates the given reaction. (1) Reactant: [BH4-].[Na+].[Cl:3][C:4]1[N:8]([CH3:9])[N:7]=[C:6]([CH3:10])[C:5]=1[CH:11]=[O:12]. Product: [Cl:3][C:4]1[N:8]([CH3:9])[N:7]=[C:6]([CH3:10])[C:5]=1[CH2:11][OH:12]. The catalyst class is: 5. (2) Reactant: [C:1]([N:4]1[C:13]2[C:8](=[CH:9][C:10]([Br:14])=[CH:11][CH:12]=2)[N:7]([C:15]([O:17][CH:18]([CH3:20])[CH3:19])=[O:16])[CH2:6][C@@H:5]1[CH3:21])(=[O:3])[CH3:2].[N+:22]([O-])([OH:24])=[O:23]. Product: [C:1]([N:4]1[C:13]2[C:8](=[CH:9][C:10]([Br:14])=[C:11]([N+:22]([O-:24])=[O:23])[CH:12]=2)[N:7]([C:15]([O:17][CH:18]([CH3:20])[CH3:19])=[O:16])[CH2:6][C@@H:5]1[CH3:21])(=[O:3])[CH3:2]. The catalyst class is: 15. (3) Reactant: [Br:1][C:2]1[C:3](Cl)=[N:4][C:5]([Cl:8])=[N:6][CH:7]=1.[NH2:10][C:11]1[CH:16]=[CH:15][CH:14]=[CH:13][CH:12]=1. The catalyst class is: 10. Product: [Br:1][C:2]1[C:3]([NH:10][C:11]2[CH:16]=[CH:15][CH:14]=[CH:13][CH:12]=2)=[N:4][C:5]([Cl:8])=[N:6][CH:7]=1. (4) Reactant: [CH3:1][N:2]1[C:6]([C:7]2[CH:8]=[C:9]([CH:11]=[C:12]([F:14])[CH:13]=2)[NH2:10])=[CH:5][N:4]=[C:3]1[CH3:15].C(N(CC)CC)C.[C:23]1([C:36](Cl)=[O:37])[C:35]2[CH2:34][C:33]3[C:28](=[CH:29][CH:30]=[CH:31][CH:32]=3)[C:27]=2[CH:26]=[CH:25][CH:24]=1. Product: [CH3:1][N:2]1[C:6]([C:7]2[CH:8]=[C:9]([NH:10][C:36]([C:23]3[C:35]4[CH2:34][C:33]5[C:28](=[CH:29][CH:30]=[CH:31][CH:32]=5)[C:27]=4[CH:26]=[CH:25][CH:24]=3)=[O:37])[CH:11]=[C:12]([F:14])[CH:13]=2)=[CH:5][N:4]=[C:3]1[CH3:15]. The catalyst class is: 96.